This data is from Full USPTO retrosynthesis dataset with 1.9M reactions from patents (1976-2016). The task is: Predict the reactants needed to synthesize the given product. (1) Given the product [Si:19]([NH:1][C:2]1[N:3]=[C:4]([Cl:11])[C:5]2[CH:10]=[CH:9][NH:8][C:6]=2[N:7]=1)([C:22]([CH3:25])([CH3:24])[CH3:23])([CH3:21])[CH3:20], predict the reactants needed to synthesize it. The reactants are: [NH2:1][C:2]1[N:3]=[C:4]([Cl:11])[C:5]2[CH:10]=[CH:9][NH:8][C:6]=2[N:7]=1.CCN(CC)CC.[Si:19](OS(C(F)(F)F)(=O)=O)([C:22]([CH3:25])([CH3:24])[CH3:23])([CH3:21])[CH3:20]. (2) Given the product [Br:3][C:4]1[CH:9]=[CH:8][C:7]([S:10][CH2:18][CH2:19][C:20]([OH:22])=[O:21])=[CH:6][CH:5]=1, predict the reactants needed to synthesize it. The reactants are: [OH-].[Na+].[Br:3][C:4]1[CH:9]=[CH:8][C:7]([SH:10])=[CH:6][CH:5]=1.C([O-])([O-])=O.[K+].[K+].Br[CH2:18][CH2:19][C:20]([OH:22])=[O:21]. (3) Given the product [Cl:1][C:2]1[CH:10]=[CH:9][C:8]2[N:7](/[CH:18]=[C:19](\[C:21]3[CH:26]=[CH:25][CH:24]=[CH:23][C:22]=3[F:27])/[CH3:20])[C:6]3[CH2:11][CH2:12][N:13]([CH3:16])[CH2:14][CH2:15][C:5]=3[C:4]=2[CH:3]=1, predict the reactants needed to synthesize it. The reactants are: [Cl:1][C:2]1[CH:10]=[CH:9][C:8]2[NH:7][C:6]3[CH2:11][CH2:12][N:13]([CH3:16])[CH2:14][CH2:15][C:5]=3[C:4]=2[CH:3]=1.Br[CH:18]=[C:19]([C:21]1[CH:26]=[CH:25][CH:24]=[CH:23][C:22]=1[F:27])[CH3:20].N1CCC[C@H]1C(O)=O.[O-]P([O-])([O-])=O.[K+].[K+].[K+]. (4) Given the product [Br:1][C:2]1[CH:3]=[CH:4][C:5]([C:8]2[CH:13]=[CH:12][C:11]([O:14][CH2:22][CH2:23][CH2:24][Cl:25])=[CH:10][CH:9]=2)=[CH:6][CH:7]=1, predict the reactants needed to synthesize it. The reactants are: [Br:1][C:2]1[CH:7]=[CH:6][C:5]([C:8]2[CH:13]=[CH:12][C:11]([OH:14])=[CH:10][CH:9]=2)=[CH:4][CH:3]=1.C(=O)([O-])[O-].[K+].[K+].Br[CH2:22][CH2:23][CH2:24][Cl:25]. (5) Given the product [CH3:33][C:19]1[N:20]=[C:21]([C:23]2[CH:24]=[CH:25][C:26]([C:29]([F:32])([F:30])[F:31])=[CH:27][CH:28]=2)[S:22][C:18]=1[CH2:17][N:12]1[C:13]2[C:9](=[C:8]([O:7][CH2:6][C:5]([OH:34])=[O:4])[CH:16]=[CH:15][CH:14]=2)[CH:10]=[CH:11]1, predict the reactants needed to synthesize it. The reactants are: [OH-].[Li+].C[O:4][C:5](=[O:34])[CH2:6][O:7][C:8]1[CH:16]=[CH:15][CH:14]=[C:13]2[C:9]=1[CH:10]=[CH:11][N:12]2[CH2:17][C:18]1[S:22][C:21]([C:23]2[CH:28]=[CH:27][C:26]([C:29]([F:32])([F:31])[F:30])=[CH:25][CH:24]=2)=[N:20][C:19]=1[CH3:33]. (6) Given the product [Br:22][C:23]1[CH:28]=[C:27]([CH:26]=[C:25]([S:32]([N:35]2[CH2:44][CH2:43][C:42]3[C:37](=[CH:38][C:39]([F:45])=[CH:40][CH:41]=3)[CH2:36]2)(=[O:33])=[O:34])[CH:24]=1)[NH2:29], predict the reactants needed to synthesize it. The reactants are: BrC1C=C(C=C(C(C2C=CC=C(OC(F)F)C=2)(C)C)C=1)N.[Br:22][C:23]1[CH:24]=[C:25]([S:32]([N:35]2[CH2:44][CH2:43][C:42]3[C:37](=[CH:38][C:39]([F:45])=[CH:40][CH:41]=3)[CH2:36]2)(=[O:34])=[O:33])[CH:26]=[C:27]([N+:29]([O-])=O)[CH:28]=1. (7) Given the product [ClH:29].[CH3:1][O:2][C@@H:3]([C@@H:17]1[CH2:21][CH2:20][CH2:19][NH:18]1)[C@@H:4]([CH3:16])[C:5]([NH:6][CH2:7][CH2:8][C:9]1[CH:10]=[CH:11][CH:12]=[CH:13][CH:14]=1)=[O:15], predict the reactants needed to synthesize it. The reactants are: [CH3:1][O:2][C@@H:3]([C@@H:17]1[CH2:21][CH2:20][CH2:19][N:18]1C(OC(C)(C)C)=O)[C@@H:4]([CH3:16])[C:5](=[O:15])[NH:6][CH2:7][CH2:8][C:9]1[CH:14]=[CH:13][CH:12]=[CH:11][CH:10]=1.[ClH:29]. (8) The reactants are: [Br:1][C:2]1[CH:7]=[CH:6][N:5]=[C:4]([NH2:8])[CH:3]=1.Br[CH2:10][C:11]([C:13]1[O:14][CH:15]=[CH:16][CH:17]=1)=O. Given the product [Br:1][C:2]1[CH:7]=[CH:6][N:5]2[CH:10]=[C:11]([C:13]3[O:14][CH:15]=[CH:16][CH:17]=3)[N:8]=[C:4]2[CH:3]=1, predict the reactants needed to synthesize it. (9) Given the product [NH2:11][C:9]1[N:8]=[CH:7][N:6]=[C:5]2[N:4]([CH:12]([C:14]3[CH:15]=[C:16]4[N:21]([C:22]=3[C:23]3[CH:28]=[CH:27][CH:26]=[CH:25][N:24]=3)[CH:20]=[C:19]([C:29]([F:32])([F:31])[F:30])[CH:18]=[CH:17]4)[CH3:13])[N:3]=[C:2]([C:36]3[CH:37]=[C:38]([OH:40])[CH:39]=[C:34]([F:33])[CH:35]=3)[C:10]=12, predict the reactants needed to synthesize it. The reactants are: I[C:2]1[C:10]2[C:5](=[N:6][CH:7]=[N:8][C:9]=2[NH2:11])[N:4]([CH:12]([C:14]2[CH:15]=[C:16]3[N:21]([C:22]=2[C:23]2[CH:28]=[CH:27][CH:26]=[CH:25][N:24]=2)[CH:20]=[C:19]([C:29]([F:32])([F:31])[F:30])[CH:18]=[CH:17]3)[CH3:13])[N:3]=1.[F:33][C:34]1[CH:35]=[C:36](B(O)O)[CH:37]=[C:38]([OH:40])[CH:39]=1.CCO.C([O-])([O-])=O.[Na+].[Na+]. (10) Given the product [ClH:1].[OH:2][C:3]1([C:29]([F:30])([F:31])[F:32])[CH2:8][C:7](=[O:9])[NH:6][C:5]2[NH:10][N:11]=[C:12]([CH:13]3[CH2:18][CH2:17][N:16]([C:19]4[N:20]=[N:21][C:22]([O:25][CH:26]([CH3:28])[CH3:27])=[CH:23][CH:24]=4)[CH2:15][CH2:14]3)[C:4]1=2, predict the reactants needed to synthesize it. The reactants are: [ClH:1].[OH:2][C:3]1([C:29]([F:32])([F:31])[F:30])[CH2:8][C:7](=[O:9])[NH:6][C:5]2[NH:10][N:11]=[C:12]([CH:13]3[CH2:18][CH2:17][N:16]([C:19]4[N:20]=[N:21][C:22]([O:25][CH:26]([CH3:28])[CH3:27])=[CH:23][CH:24]=4)[CH2:15][CH2:14]3)[C:4]1=2.